Dataset: Catalyst prediction with 721,799 reactions and 888 catalyst types from USPTO. Task: Predict which catalyst facilitates the given reaction. (1) Reactant: FC(F)(F)C(OC(=O)C(F)(F)F)=O.[Cl:14][C:15]1[CH:16]=[CH:17][C:18]2[O:23][CH:22]([C:24]([NH2:26])=O)[O:21][C:20]([CH:33]3[CH2:38][CH2:37][CH2:36][CH2:35][CH2:34]3)([CH:27]3[CH2:32][CH2:31][CH2:30][CH2:29][CH2:28]3)[C:19]=2[CH:39]=1.N1C=CC=CC=1. Product: [Cl:14][C:15]1[CH:16]=[CH:17][C:18]2[O:23][CH:22]([C:24]#[N:26])[O:21][C:20]([CH:33]3[CH2:34][CH2:35][CH2:36][CH2:37][CH2:38]3)([CH:27]3[CH2:32][CH2:31][CH2:30][CH2:29][CH2:28]3)[C:19]=2[CH:39]=1. The catalyst class is: 12. (2) Reactant: [F-:1].[K+:2].[Al:3]. Product: [F-:1].[F-:1].[F-:1].[F-:1].[F-:1].[F-:1].[Al+3:3].[K+:2].[K+:2].[K+:2]. The catalyst class is: 6. (3) Reactant: [CH3:1][N:2]1[CH2:7][CH2:6][N:5]([C:8]2[N:13]=[CH:12][C:11]([NH2:14])=[CH:10][CH:9]=2)[CH2:4][CH2:3]1.N1C=CC=CC=1.Cl[C:22]([O:24][CH2:25][C:26]([Cl:29])([Cl:28])[Cl:27])=[O:23].O. Product: [CH3:1][N:2]1[CH2:7][CH2:6][N:5]([C:8]2[N:13]=[CH:12][C:11]([NH:14][C:22](=[O:23])[O:24][CH2:25][C:26]([Cl:29])([Cl:28])[Cl:27])=[CH:10][CH:9]=2)[CH2:4][CH2:3]1. The catalyst class is: 7. (4) Reactant: [Si:1]([O:8][CH2:9][C:10]1[N:15]=[CH:14][C:13]2[N:16]=[CH:17][N:18]([C:19]3[S:23][C:22]([C:24]([O:26][CH3:27])=[O:25])=[C:21]([OH:28])[CH:20]=3)[C:12]=2[CH:11]=1)([C:4]([CH3:7])([CH3:6])[CH3:5])([CH3:3])[CH3:2].[Si:29]([O:36][CH2:37][C@H:38]([C:40]1[CH:45]=[CH:44][CH:43]=[CH:42][C:41]=1[Cl:46])O)([C:32]([CH3:35])([CH3:34])[CH3:33])([CH3:31])[CH3:30].ClC1C=CC=CC=1[C@H](O)C(O)=O.[H-].[H-].[H-].[H-].[Li+].[Al+3].[Si](Cl)(C(C)(C)C)(C)C.C1(P(C2C=CC=CC=2)C2C=CC=CC=2)C=CC=CC=1.N(C(OC(C)(C)C)=O)=NC(OC(C)(C)C)=O. Product: [Si:29]([O:36][CH2:37][C@@H:38]([C:40]1[CH:45]=[CH:44][CH:43]=[CH:42][C:41]=1[Cl:46])[O:28][C:21]1[CH:20]=[C:19]([N:18]2[C:12]3[CH:11]=[C:10]([CH2:9][O:8][Si:1]([C:4]([CH3:5])([CH3:6])[CH3:7])([CH3:2])[CH3:3])[N:15]=[CH:14][C:13]=3[N:16]=[CH:17]2)[S:23][C:22]=1[C:24]([O:26][CH3:27])=[O:25])([C:32]([CH3:34])([CH3:35])[CH3:33])([CH3:31])[CH3:30]. The catalyst class is: 4. (5) Reactant: O.[OH-].[Li+].C([O:6][C:7]([C:9]1[N:10]=[N:11][C:12]([O:15][CH2:16][C:17]2[N:18]([C:23]3[CH:28]=[CH:27][C:26]([F:29])=[CH:25][CH:24]=3)[N:19]=[N:20][C:21]=2[CH3:22])=[CH:13][CH:14]=1)=[O:8])C. Product: [F:29][C:26]1[CH:25]=[CH:24][C:23]([N:18]2[C:17]([CH2:16][O:15][C:12]3[N:11]=[N:10][C:9]([C:7]([OH:8])=[O:6])=[CH:14][CH:13]=3)=[C:21]([CH3:22])[N:20]=[N:19]2)=[CH:28][CH:27]=1. The catalyst class is: 90. (6) Reactant: [CH3:1][O:2][CH2:3][CH2:4][O:5][C:6]1[C:16]([O:17][CH2:18][CH2:19][O:20][CH3:21])=[CH:15][C:9]([C:10]([O:12][CH2:13][CH3:14])=[O:11])=[C:8]([N+:22]([O-])=O)[CH:7]=1.[H][H]. Product: [NH2:22][C:8]1[CH:7]=[C:6]([O:5][CH2:4][CH2:3][O:2][CH3:1])[C:16]([O:17][CH2:18][CH2:19][O:20][CH3:21])=[CH:15][C:9]=1[C:10]([O:12][CH2:13][CH3:14])=[O:11]. The catalyst class is: 99. (7) Reactant: [CH3:1][CH:2]1[CH2:6][CH2:5][CH2:4][N:3]1[C:7]1[N:12]=[C:11]([NH:13][C:14]2[C:15]3[N:16]([CH:27]=[CH:28][N:29]=3)[N:17]=[C:18]([C:20]3[CH:21]=[C:22]([OH:26])[CH:23]=[CH:24][CH:25]=3)[CH:19]=2)[CH:10]=[CH:9][CH:8]=1.C([O-])([O-])=O.[K+].[K+].CS(O[CH2:41][CH2:42][N:43]([CH2:46][CH3:47])[CH2:44][CH3:45])(=O)=O.O. Product: [CH2:42]([N:43]([CH2:46][CH3:47])[CH2:44][CH2:45][O:26][C:22]1[CH:21]=[C:20]([C:18]2[CH:19]=[C:14]([NH:13][C:11]3[CH:10]=[CH:9][CH:8]=[C:7]([N:3]4[CH2:4][CH2:5][CH2:6][CH:2]4[CH3:1])[N:12]=3)[C:15]3[N:16]([CH:27]=[CH:28][N:29]=3)[N:17]=2)[CH:25]=[CH:24][CH:23]=1)[CH3:41]. The catalyst class is: 3.